This data is from Catalyst prediction with 721,799 reactions and 888 catalyst types from USPTO. The task is: Predict which catalyst facilitates the given reaction. (1) Reactant: Cl.[CH3:2][C:3]1[C:7]([CH2:8][N:9]2[CH:13]=[C:12]([NH2:14])[CH:11]=[N:10]2)=[C:6]([CH3:15])[O:5][N:4]=1.[OH:16][C:17]1[C:22]([O:23][CH3:24])=[CH:21][C:20]([CH2:25][C:26](O)=[O:27])=[CH:19][C:18]=1[O:29][CH3:30].C1CN([P+](ON2N=NC3C=CC=CC2=3)(N2CCCC2)N2CCCC2)CC1.F[P-](F)(F)(F)(F)F.C(N(CC)CC)C. The catalyst class is: 517. Product: [CH3:2][C:3]1[C:7]([CH2:8][N:9]2[CH:13]=[C:12]([NH:14][C:26](=[O:27])[CH2:25][C:20]3[CH:21]=[C:22]([O:23][CH3:24])[C:17]([OH:16])=[C:18]([O:29][CH3:30])[CH:19]=3)[CH:11]=[N:10]2)=[C:6]([CH3:15])[O:5][N:4]=1. (2) Reactant: [C:1]([N:8]1[CH2:13][CH2:12][CH:11]([CH2:14][OH:15])[CH2:10][CH2:9]1)([O:3][C:4]([CH3:7])([CH3:6])[CH3:5])=[O:2].C(N(C(C)C)CC)(C)C.[S:25](Cl)([CH3:28])(=[O:27])=[O:26].O. Product: [C:1]([N:8]1[CH2:13][CH2:12][CH:11]([CH2:14][O:15][S:25]([CH3:28])(=[O:27])=[O:26])[CH2:10][CH2:9]1)([O:3][C:4]([CH3:7])([CH3:6])[CH3:5])=[O:2]. The catalyst class is: 2. (3) Reactant: [H-].[Al+3].[Li+].[H-].[H-].[H-].[N+:7]([C:10]1[CH:15]=[CH:14][C:13]([C:16]2([C:22](OCC)=[O:23])[CH2:21][CH2:20][O:19][CH2:18][CH2:17]2)=[CH:12][CH:11]=1)([O-:9])=[O:8].O.O.O.O.O.O.O.O.O.O.S([O-])([O-])(=O)=O.[Na+].[Na+]. Product: [N+:7]([C:10]1[CH:15]=[CH:14][C:13]([C:16]2([CH2:22][OH:23])[CH2:21][CH2:20][O:19][CH2:18][CH2:17]2)=[CH:12][CH:11]=1)([O-:9])=[O:8]. The catalyst class is: 7. (4) Reactant: [CH3:1][CH:2]1[N:11]([NH:12]C(=O)C)[C:10](=[O:16])[C:9]2[S:8][C:7]3[CH:17]=[C:18]([O:21][C:22]([F:25])([F:24])[F:23])[CH:19]=[CH:20][C:6]=3[NH:5][C:4]=2[CH2:3]1.Cl. Product: [NH2:12][N:11]1[CH:2]([CH3:1])[CH2:3][C:4]2[NH:5][C:6]3[CH:20]=[CH:19][C:18]([O:21][C:22]([F:25])([F:24])[F:23])=[CH:17][C:7]=3[S:8][C:9]=2[C:10]1=[O:16]. The catalyst class is: 5. (5) Reactant: [NH2:1][C:2]1[CH:3]=[C:4]([CH:33]=[CH:34][CH:35]=1)[O:5][C:6]1[N:7]=[C:8]([NH:17][C:18]2[CH:23]=[CH:22][C:21]([N:24]3[CH2:29][CH2:28][N:27]([CH3:30])[C@H:26]([CH2:31][OH:32])[CH2:25]3)=[CH:20][CH:19]=2)[C:9]([C:14]([NH2:16])=[O:15])=[N:10][C:11]=1[CH2:12][CH3:13].C(N([CH:42]([CH3:44])[CH3:43])CC)(C)C.ClCCl.[C:48](Cl)(=[O:51])[CH:49]=[CH2:50].[OH2:53]. Product: [C:48]([O:32][CH2:31][C@@H:26]1[CH2:25][N:24]([C:21]2[CH:20]=[CH:19][C:18]([NH:17][C:8]3[C:9]([C:14](=[O:15])[NH2:16])=[N:10][C:11]([CH2:12][CH3:13])=[C:6]([O:5][C:4]4[CH:33]=[CH:34][CH:35]=[C:2]([NH:1][C:44](=[O:53])[CH:42]=[CH2:43])[CH:3]=4)[N:7]=3)=[CH:23][CH:22]=2)[CH2:29][CH2:28][N:27]1[CH3:30])(=[O:51])[CH:49]=[CH2:50]. The catalyst class is: 22. (6) Product: [CH:31]1([C:34]([NH:1][C:2]2[N:3]=[C:4]3[CH:9]=[CH:8][C:7]([O:10][C:11]4[CH:12]=[C:13]([NH:17][C:18](=[O:29])[C:19]5[CH:24]=[CH:23][CH:22]=[C:21]([C:25]([F:28])([F:26])[F:27])[CH:20]=5)[CH:14]=[CH:15][CH:16]=4)=[CH:6][N:5]3[CH:30]=2)=[O:35])[CH2:33][CH2:32]1. The catalyst class is: 675. Reactant: [NH2:1][C:2]1[N:3]=[C:4]2[CH:9]=[CH:8][C:7]([O:10][C:11]3[CH:12]=[C:13]([NH:17][C:18](=[O:29])[C:19]4[CH:24]=[CH:23][CH:22]=[C:21]([C:25]([F:28])([F:27])[F:26])[CH:20]=4)[CH:14]=[CH:15][CH:16]=3)=[CH:6][N:5]2[CH:30]=1.[CH:31]1([C:34](Cl)=[O:35])[CH2:33][CH2:32]1. (7) Reactant: COC1C=C(OC)C=CC=1C[NH:6][C:7]1[CH:14]=[CH:13][C:10]([C:11]#[N:12])=[CH:9][C:8]=1[NH:15][C:16]1[N:24]=[C:23]2[C:19]([NH:20][C:21](=[O:37])[N:22]2[C@H:25]2[C:34]3[C:29](=[C:30]([F:36])[CH:31]=[C:32]([F:35])[CH:33]=3)[O:28][CH2:27][CH2:26]2)=[CH:18][N:17]=1.C(O)(C(F)(F)F)=O.C([SiH](CC)CC)C. Product: [NH2:6][C:7]1[CH:14]=[CH:13][C:10]([C:11]#[N:12])=[CH:9][C:8]=1[NH:15][C:16]1[N:24]=[C:23]2[C:19]([NH:20][C:21](=[O:37])[N:22]2[C@H:25]2[C:34]3[C:29](=[C:30]([F:36])[CH:31]=[C:32]([F:35])[CH:33]=3)[O:28][CH2:27][CH2:26]2)=[CH:18][N:17]=1. The catalyst class is: 2. (8) Reactant: [OH:1][C:2]1([C:12]2[S:13][CH:14]=[C:15]([C:17]([OH:19])=O)[N:16]=2)[CH2:11][CH2:10][C:5]2([O:9][CH2:8][CH2:7][O:6]2)[CH2:4][CH2:3]1.CN.C[CH2:23][N:24](CC)CC.C(Cl)CCl.C1C=CC2N(O)N=NC=2C=1. Product: [OH:1][C:2]1([C:12]2[S:13][CH:14]=[C:15]([C:17]([NH:24][CH3:23])=[O:19])[N:16]=2)[CH2:11][CH2:10][C:5]2([O:9][CH2:8][CH2:7][O:6]2)[CH2:4][CH2:3]1. The catalyst class is: 91. (9) Reactant: [C:1]([O:5][C:6]([NH:8][CH2:9][CH:10]([OH:14])[C:11](O)=[O:12])=[O:7])([CH3:4])([CH3:3])[CH3:2].Cl.[CH3:16][NH:17][CH3:18].C1(N=C=NC2CCCCC2)CCCCC1. Product: [CH3:16][N:17]([CH3:18])[C:11](=[O:12])[CH:10]([OH:14])[CH2:9][NH:8][C:6](=[O:7])[O:5][C:1]([CH3:4])([CH3:3])[CH3:2]. The catalyst class is: 172. (10) Reactant: [N:1]1[CH:6]=[CH:5][CH:4]=[C:3]([C:7]2[CH:8]=[CH:9][C:10]([C:13]([OH:15])=O)=[N:11][CH:12]=2)[CH:2]=1.[NH2:16][C@@H:17]([CH3:33])[CH2:18][N:19]1[CH:23]=[CH:22][C:21]([C:24]2[CH:31]=[CH:30][C:27]([C:28]#[N:29])=[C:26]([Cl:32])[CH:25]=2)=[N:20]1. Product: [Cl:32][C:26]1[CH:25]=[C:24]([C:21]2[CH:22]=[CH:23][N:19]([CH2:18][C@@H:17]([NH:16][C:13]([C:10]3[N:11]=[CH:12][C:7]([C:3]4[CH:2]=[N:1][CH:6]=[CH:5][CH:4]=4)=[CH:8][CH:9]=3)=[O:15])[CH3:33])[N:20]=2)[CH:31]=[CH:30][C:27]=1[C:28]#[N:29]. The catalyst class is: 9.